Dataset: Full USPTO retrosynthesis dataset with 1.9M reactions from patents (1976-2016). Task: Predict the reactants needed to synthesize the given product. Given the product [CH3:1][C:2]1([CH3:27])[C:10]2[C:5](=[CH:6][C:7]([N:11]3[C:15](=[O:16])[C:14]([CH3:17])([CH3:18])[N:13]([CH2:19][C:20]4[CH:25]=[CH:24][N:23]=[CH:22][CH:21]=4)[C:12]3=[O:26])=[CH:8][CH:9]=2)[N:4]([CH2:29][C:30]2[CH:35]=[CH:34][CH:33]=[CH:32][N:31]=2)[CH2:3]1, predict the reactants needed to synthesize it. The reactants are: [CH3:1][C:2]1([CH3:27])[C:10]2[C:5](=[CH:6][C:7]([N:11]3[C:15](=[O:16])[C:14]([CH3:18])([CH3:17])[N:13]([CH2:19][C:20]4[CH:25]=[CH:24][N:23]=[CH:22][CH:21]=4)[C:12]3=[O:26])=[CH:8][CH:9]=2)[NH:4][CH2:3]1.Br[CH2:29][C:30]1[CH:35]=[CH:34][CH:33]=[CH:32][N:31]=1.